Dataset: Forward reaction prediction with 1.9M reactions from USPTO patents (1976-2016). Task: Predict the product of the given reaction. (1) Given the reactants [H-].[Na+].[CH3:3][CH2:4][O:5][C:6](/[CH:8]=[CH:9]/[CH2:10]P(OCC)(OCC)=O)=[O:7].[N+:19]([C:22]1[C:29](OC)=[C:28]([O:32][CH3:33])[CH:27]=[CH:26][C:23]=1[CH:24]=O)([O-:21])=[O:20].[NH4+].[Cl-].C1C[O:39][CH2:38]C1, predict the reaction product. The product is: [CH2:4]([O:5][C:6](=[O:7])[CH:8]=[CH:9][CH:10]=[CH:24][C:23]1[CH:26]=[C:27]([O:39][CH3:38])[C:28]([O:32][CH3:33])=[CH:29][C:22]=1[N+:19]([O-:21])=[O:20])[CH3:3]. (2) Given the reactants [C:1]([O:4][C:5]1[CH:10]=[CH:9][C:8](I)=[CH:7][CH:6]=1)(=[O:3])[CH3:2].[CH2:12]([O:15][CH:16]1[CH2:21][CH2:20][O:19][CH2:18][CH2:17]1)[CH:13]=[CH2:14].C1(P(C2C=CC=CC=2)C2C=CC=CC=2)C=CC=CC=1, predict the reaction product. The product is: [C:1]([O:4][C:5]1[CH:10]=[CH:9][C:8]([CH:14]=[CH:13][CH2:12][O:15][CH:16]2[CH2:21][CH2:20][O:19][CH2:18][CH2:17]2)=[CH:7][CH:6]=1)(=[O:3])[CH3:2]. (3) Given the reactants [CH3:1][CH:2]([C:4]1[CH:9]=[CH:8][C:7]([S:10][CH2:11][C@@H:12]2[CH2:17][CH2:16][CH2:15][CH2:14][C@H:13]2[NH:18][S:19]([CH2:22][CH3:23])(=[O:21])=[O:20])=[CH:6][CH:5]=1)[CH3:3].ClC1C=CC=C(C(OO)=[O:32])C=1.C(=O)([O-])O.[Na+].S([O-])([O-])(=O)=S.[Na+].[Na+], predict the reaction product. The product is: [CH3:3][CH:2]([C:4]1[CH:9]=[CH:8][C:7]([S:10]([CH2:11][CH:12]2[CH2:17][CH2:16][CH2:15][CH2:14][CH:13]2[NH:18][S:19]([CH2:22][CH3:23])(=[O:20])=[O:21])=[O:32])=[CH:6][CH:5]=1)[CH3:1]. (4) Given the reactants [F:1][C:2]1[N:7]=[C:6]([N:8]2[CH2:13][CH2:12][NH:11][CH2:10][CH2:9]2)[CH:5]=[CH:4][CH:3]=1.Cl[CH:15]([C:17]1[CH:22]=[CH:21][C:20]([CH2:23][NH:24][C:25](=[O:27])[CH3:26])=[CH:19][CH:18]=1)[CH3:16], predict the reaction product. The product is: [F:1][C:2]1[N:7]=[C:6]([N:8]2[CH2:13][CH2:12][N:11]([CH:15]([C:17]3[CH:22]=[CH:21][C:20]([CH2:23][NH:24][C:25](=[O:27])[CH3:26])=[CH:19][CH:18]=3)[CH3:16])[CH2:10][CH2:9]2)[CH:5]=[CH:4][CH:3]=1. (5) Given the reactants Cl[C:2]([O:4][CH2:5][CH:6]([CH3:8])[CH3:7])=[O:3].Cl.[Br:10][C:11]1[CH:18]=[CH:17][C:14]([CH2:15][NH2:16])=[CH:13][CH:12]=1.N1C=CC=CC=1.Cl, predict the reaction product. The product is: [CH2:5]([O:4][C:2](=[O:3])[NH:16][CH2:15][C:14]1[CH:17]=[CH:18][C:11]([Br:10])=[CH:12][CH:13]=1)[CH:6]([CH3:8])[CH3:7]. (6) Given the reactants [NH2:1][CH:2]([C:10]1[C:15]([O:16][CH3:17])=[CH:14][CH:13]=[CH:12][C:11]=1[O:18][CH3:19])[CH2:3][CH2:4][CH2:5][C:6]([O:8]C)=O.[Cl:20][C:21]1[C:22]([O:29][CH:30]([F:32])[F:31])=[N:23][CH:24]=[C:25]([CH:28]=1)[CH:26]=O, predict the reaction product. The product is: [Cl:20][C:21]1[CH:28]=[C:25]([CH2:26][N:1]2[CH:2]([C:10]3[C:15]([O:16][CH3:17])=[CH:14][CH:13]=[CH:12][C:11]=3[O:18][CH3:19])[CH2:3][CH2:4][CH2:5][C:6]2=[O:8])[CH:24]=[N:23][C:22]=1[O:29][CH:30]([F:32])[F:31]. (7) The product is: [CH3:1][S:2]([C:5]1[CH:6]=[C:7]2[C:12](=[CH:13][CH:14]=1)[N:11]=[C:10]([C:15]1[CH:20]=[CH:19][CH:18]=[C:17]([C:21]([F:23])([F:24])[F:22])[CH:16]=1)[C:9]([CH2:25][N:26]1[CH2:31][CH2:30][CH:29]([N:32]3[CH2:33][CH2:34][CH2:35][CH2:36]3)[CH2:28][CH2:27]1)=[C:8]2[C:37]([NH:49][C@H:42]([C:43]1[CH:48]=[CH:47][CH:46]=[CH:45][CH:44]=1)[C:41]([F:50])([F:51])[F:40])=[O:38])(=[O:4])=[O:3]. Given the reactants [CH3:1][S:2]([C:5]1[CH:6]=[C:7]2[C:12](=[CH:13][CH:14]=1)[N:11]=[C:10]([C:15]1[CH:20]=[CH:19][CH:18]=[C:17]([C:21]([F:24])([F:23])[F:22])[CH:16]=1)[C:9]([CH2:25][N:26]1[CH2:31][CH2:30][CH:29]([N:32]3[CH2:36][CH2:35][CH2:34][CH2:33]3)[CH2:28][CH2:27]1)=[C:8]2[C:37](O)=[O:38])(=[O:4])=[O:3].[F:40][C:41]([F:51])([F:50])[C@H:42]([NH2:49])[C:43]1[CH:48]=[CH:47][CH:46]=[CH:45][CH:44]=1.C(N(CC)C(C)C)(C)C.C(P1(=O)OP(CCC)(=O)OP(CCC)(=O)O1)CC.CCCP(=O)=O, predict the reaction product. (8) Given the reactants [F:1][C:2]1[C:7](B(O)O)=[CH:6][CH:5]=[CH:4][N:3]=1.[NH2:11][C:12]1[N:16]([CH3:17])[C:15](=[O:18])[C:14]([C:31]2[CH:36]=[CH:35][CH:34]=[C:33](Br)[CH:32]=2)([C:19]2[CH:23]=[C:22]([C:24](=[O:27])[CH2:25][CH3:26])[N:21]([CH2:28][CH2:29][CH3:30])[CH:20]=2)[N:13]=1, predict the reaction product. The product is: [NH2:11][C:12]1[N:16]([CH3:17])[C:15](=[O:18])[C:14]([C:31]2[CH:32]=[CH:33][CH:34]=[C:35]([C:7]3[C:2]([F:1])=[N:3][CH:4]=[CH:5][CH:6]=3)[CH:36]=2)([C:19]2[CH:23]=[C:22]([C:24](=[O:27])[CH2:25][CH3:26])[N:21]([CH2:28][CH2:29][CH3:30])[CH:20]=2)[N:13]=1. (9) Given the reactants O[CH2:2][CH2:3][N:4]1[CH2:8][CH2:7][CH2:6][C:5]1=[O:9].C1(P(C2C=CC=CC=2)C2C=CC=CC=2)C=CC=CC=1.N1C=CN=C1.[I:34]I, predict the reaction product. The product is: [I:34][CH2:2][CH2:3][N:4]1[CH2:8][CH2:7][CH2:6][C:5]1=[O:9]. (10) Given the reactants [H-].[Al+3].[Li+].[H-].[H-].[H-].CN(C)C(=S)[S:10][C:11]1[CH:16]=[CH:15][CH:14]=[C:13]([O:17][CH3:18])[C:12]=1[OH:19].[OH-].[Na+], predict the reaction product. The product is: [SH:10][C:11]1[CH:16]=[CH:15][CH:14]=[C:13]([O:17][CH3:18])[C:12]=1[OH:19].